This data is from Full USPTO retrosynthesis dataset with 1.9M reactions from patents (1976-2016). The task is: Predict the reactants needed to synthesize the given product. (1) The reactants are: [Br:1][C:2]1[CH:3]=[CH:4][C:5]([O:10][CH2:11][C@H:12]2[CH2:14][O:13]2)=[C:6]([CH:9]=1)C=O.C1C=C(Cl)C=C([C:22]([O:24]O)=[O:23])C=1. Given the product [CH:22]([O:24][C:6]1[CH:9]=[C:2]([Br:1])[CH:3]=[CH:4][C:5]=1[O:10][CH2:11][C@H:12]1[CH2:14][O:13]1)=[O:23], predict the reactants needed to synthesize it. (2) Given the product [CH2:1]([CH:8]1[CH2:13][CH2:12][N:11]([CH2:15][C:16]([NH:18][C:19]2[CH:28]=[CH:27][C:22]3[NH:23][C:24](=[O:26])[NH:25][C:21]=3[CH:20]=2)=[O:17])[CH2:10][CH2:9]1)[C:2]1[CH:7]=[CH:6][CH:5]=[CH:4][CH:3]=1, predict the reactants needed to synthesize it. The reactants are: [CH2:1]([CH:8]1[CH2:13][CH2:12][NH:11][CH2:10][CH2:9]1)[C:2]1[CH:7]=[CH:6][CH:5]=[CH:4][CH:3]=1.Cl[CH2:15][C:16]([NH:18][C:19]1[CH:28]=[CH:27][C:22]2[NH:23][C:24](=[O:26])[NH:25][C:21]=2[CH:20]=1)=[O:17].